This data is from Forward reaction prediction with 1.9M reactions from USPTO patents (1976-2016). The task is: Predict the product of the given reaction. (1) Given the reactants Br[C:2]1[S:3][C:4]2[CH:10]=[C:9]([NH:11][C:12](=[O:18])[O:13][C:14]([CH3:17])([CH3:16])[CH3:15])[CH:8]=[CH:7][C:5]=2[N:6]=1.CC1(C)COB([C:26]2[CH:27]=[CH:28][C:29]([CH2:32][NH:33][C:34](=[O:40])[O:35][C:36]([CH3:39])([CH3:38])[CH3:37])=[N:30][CH:31]=2)OC1.C(C1C=CC2N=C(C3C=CC(CNC(=O)OC(C)(C)C)=NC=3)SC=2C=1)(=O)N, predict the reaction product. The product is: [C:14]([O:13][C:12]([NH:11][C:9]1[CH:8]=[CH:7][C:5]2[N:6]=[C:2]([C:26]3[CH:27]=[CH:28][C:29]([CH2:32][NH:33][C:34](=[O:40])[O:35][C:36]([CH3:38])([CH3:37])[CH3:39])=[N:30][CH:31]=3)[S:3][C:4]=2[CH:10]=1)=[O:18])([CH3:17])([CH3:16])[CH3:15]. (2) Given the reactants [H-].[Al+3].[Li+].[H-].[H-].[H-].[CH2:7]([C:11]1[S:12][C:13]2[CH:19]=[CH:18][C:17]([C:20]#[N:21])=[CH:16][C:14]=2[N:15]=1)[CH:8]([CH3:10])[CH3:9].O.[OH-].[Na+], predict the reaction product. The product is: [NH2:21][CH2:20][C:17]1[CH:18]=[CH:19][C:13]2[S:12][C:11]([CH2:7][CH:8]([CH3:9])[CH3:10])=[N:15][C:14]=2[CH:16]=1. (3) Given the reactants [Cl:1][C:2]1[C:3]([Cl:11])=[C:4]([CH:8]=[CH:9][N:10]=1)[C:5]([OH:7])=[O:6].[CH3:12]N(C=O)C.C(Cl)(=O)C(Cl)=O, predict the reaction product. The product is: [CH3:12][O:6][C:5](=[O:7])[C:4]1[CH:8]=[CH:9][N:10]=[C:2]([Cl:1])[C:3]=1[Cl:11].